From a dataset of Full USPTO retrosynthesis dataset with 1.9M reactions from patents (1976-2016). Predict the reactants needed to synthesize the given product. (1) Given the product [C:8]([C:10]1[CH:22]=[C:21]([O:23][CH:24]([CH3:26])[CH3:25])[CH:20]=[CH:19][C:11]=1[C:12]([OH:14])=[O:13])#[N:9], predict the reactants needed to synthesize it. The reactants are: FC(F)(F)C(O)=O.[C:8]([C:10]1[CH:22]=[C:21]([O:23][CH:24]([CH3:26])[CH3:25])[CH:20]=[CH:19][C:11]=1[C:12]([O:14]C(C)(C)C)=[O:13])#[N:9]. (2) Given the product [C:6]([O:9][CH:10]([O:12][C:24](=[O:26])[CH3:25])[C:11]1[CH:15]=[CH:16][C:17]([S:20](=[O:21])(=[O:22])[NH2:23])=[CH:18][CH:19]=1)(=[O:8])[CH3:7], predict the reactants needed to synthesize it. The reactants are: S(=O)(=O)(O)O.[C:6]([O:9][C:10](=[O:12])[CH3:11])(=[O:8])[CH3:7].CC1[CH:19]=[CH:18][C:17]([S:20]([NH2:23])(=[O:22])=[O:21])=[CH:16][CH:15]=1.[C:24](O)(=[O:26])[CH3:25].